This data is from Full USPTO retrosynthesis dataset with 1.9M reactions from patents (1976-2016). The task is: Predict the reactants needed to synthesize the given product. (1) Given the product [CH3:1][O:2][C:3]1[CH:4]=[CH:5][C:6]([CH2:9][C:10]2[C:11]([O:16][C@@H:17]3[O:34][C@H:33]([CH2:35][O:36][C:37](=[O:39])[CH3:38])[C@@H:28]([O:29][C:30](=[O:32])[CH3:31])[C@H:23]([O:24][C:25](=[O:27])[CH3:26])[C@H:18]3[O:19][C:20](=[O:22])[CH3:21])=[N:12][N:13]([CH3:40])[C:14]=2[CH3:15])=[CH:7][CH:8]=1, predict the reactants needed to synthesize it. The reactants are: [CH3:1][O:2][C:3]1[CH:8]=[CH:7][C:6]([CH2:9][C:10]2[C:11]([O:16][C@@H:17]3[O:34][C@H:33]([CH2:35][O:36][C:37](=[O:39])[CH3:38])[C@@H:28]([O:29][C:30](=[O:32])[CH3:31])[C@H:23]([O:24][C:25](=[O:27])[CH3:26])[C@H:18]3[O:19][C:20](=[O:22])[CH3:21])=[N:12][NH:13][C:14]=2[CH3:15])=[CH:5][CH:4]=1.[C:40](=O)([O-])[O-].[K+].[K+].IC. (2) Given the product [NH2:1][C:2]1[O:6][C:5]([C:7]2[N:8]=[C:9]([CH:32]3[CH2:37][CH2:36][CH2:35][CH2:34][CH2:33]3)[N:10]([C:20]3[C:25]([F:26])=[C:24]([Cl:27])[CH:23]=[CH:22][C:21]=3[CH2:28][C:29]([NH:43][CH3:42])=[O:31])[C:11]=2[C:12]2[CH:17]=[CH:16][C:15]([F:18])=[C:14]([Cl:19])[CH:13]=2)=[N:4][N:3]=1, predict the reactants needed to synthesize it. The reactants are: [NH2:1][C:2]1[O:6][C:5]([C:7]2[N:8]=[C:9]([CH:32]3[CH2:37][CH2:36][CH2:35][CH2:34][CH2:33]3)[N:10]([C:20]3[C:25]([F:26])=[C:24]([Cl:27])[CH:23]=[CH:22][C:21]=3[CH2:28][C:29]([OH:31])=O)[C:11]=2[C:12]2[CH:17]=[CH:16][C:15]([F:18])=[C:14]([Cl:19])[CH:13]=2)=[N:4][N:3]=1.Cl.CN.C[CH2:42][N:43](CC)CC.C(P1(=O)OP(=O)(CCC)OP(=O)(CCC)O1)CC. (3) The reactants are: [CH3:1][O:2][C:3]([C@@H:5]([N:13]1[CH2:21][C:17]2[CH:18]=[CH:19][S:20][C:16]=2[CH2:15][CH2:14]1)[C:6]1[CH:7]=[CH:8][CH:9]=[CH:10][C:11]=1[Cl:12])=[O:4].C(OCC)(=O)C.[S:28](=[O:32])(=[O:31])([OH:30])[OH:29]. Given the product [CH3:1][O:2][C:3]([C@@H:5]([N:13]1[CH2:21][C:17]2[CH:18]=[CH:19][S:20][C:16]=2[CH2:15][CH2:14]1)[C:6]1[C:11]([Cl:12])=[CH:10][CH:9]=[CH:8][CH:7]=1)=[O:4].[OH:31][S:28]([OH:32])(=[O:30])=[O:29], predict the reactants needed to synthesize it. (4) Given the product [CH3:84][CH:83]([CH3:85])[CH2:82][CH2:81][NH:30][C:29]([C:26]1[CH:27]=[C:28]2[C:23](=[CH:24][CH:25]=1)[NH:22][N:21]=[C:20]2[C:15]1[CH:14]=[CH:13][C:12]2[C:17](=[CH:18][CH:19]=[C:10]([O:9][CH2:8][CH:4]3[CH2:5][CH2:6][CH2:7][N:3]3[CH2:1][CH3:2])[CH:11]=2)[CH:16]=1)=[O:55], predict the reactants needed to synthesize it. The reactants are: [CH2:1]([N:3]1[CH2:7][CH2:6][CH2:5][CH:4]1[CH2:8][O:9][C:10]1[CH:11]=[C:12]2[C:17](=[CH:18][CH:19]=1)[CH:16]=[C:15]([C:20]1[C:28]3[C:23](=[CH:24][CH:25]=[C:26]([C:29]#[N:30])[CH:27]=3)[N:22](C3CCCCO3)[N:21]=1)[CH:14]=[CH:13]2)[CH3:2].[OH-].[K+].F[P-](F)(F)(F)(F)F.N1([O:55]C(N(C)C)=[N+](C)C)C2C=CC=CC=2N=N1.O.ON1C2C=CC=CC=2N=N1.C(N(CC)CC)C.[CH2:81](N)[CH2:82][CH:83]([CH3:85])[CH3:84].